From a dataset of Full USPTO retrosynthesis dataset with 1.9M reactions from patents (1976-2016). Predict the reactants needed to synthesize the given product. (1) The reactants are: [Cl:1][C:2]1[CH:3]=[CH:4][C:5]([OH:23])=[C:6]([CH:22]=1)[C:7]([NH:9][C@H:10]([C:12]1[CH:21]=[CH:20][C:15]([C:16]([O:18][CH3:19])=[O:17])=[CH:14][CH:13]=1)[CH3:11])=[O:8].[CH:24]1([CH2:28]O)[CH2:27][CH2:26][CH2:25]1. Given the product [Cl:1][C:2]1[CH:3]=[CH:4][C:5]([O:23][CH2:28][CH:24]2[CH2:27][CH2:26][CH2:25]2)=[C:6]([CH:22]=1)[C:7]([NH:9][C@H:10]([C:12]1[CH:21]=[CH:20][C:15]([C:16]([O:18][CH3:19])=[O:17])=[CH:14][CH:13]=1)[CH3:11])=[O:8], predict the reactants needed to synthesize it. (2) The reactants are: [CH2:1]([O:3][P:4]([CH2:9]CO)(=[O:8])[O:5][CH2:6][CH3:7])[CH3:2].N1C(C)=CC=CC=1C.[F:20][C:21]([F:34])([F:33])[S:22]([O:25]S(C(F)(F)F)(=O)=O)(=[O:24])=[O:23]. Given the product [F:20][C:21]([F:34])([F:33])[S:22]([O:25][CH2:9][P:4]([O:3][CH2:1][CH3:2])([O:5][CH2:6][CH3:7])=[O:8])(=[O:24])=[O:23], predict the reactants needed to synthesize it. (3) Given the product [C:1]([C:3]1[CH:4]=[CH:5][C:6]([C:9]2[C:13]([C:14]([OH:16])=[O:15])=[C:12]([CH3:18])[O:11][N:10]=2)=[CH:7][CH:8]=1)#[N:2], predict the reactants needed to synthesize it. The reactants are: [C:1]([C:3]1[CH:8]=[CH:7][C:6]([C:9]2[C:13]([C:14]([O:16]C)=[O:15])=[C:12]([CH3:18])[O:11][N:10]=2)=[CH:5][CH:4]=1)#[N:2].C(O)C.[OH-].[Na+].O. (4) Given the product [CH2:15]([N:19]1[C:5](=[O:13])[C:6]([C:7]2[CH:8]=[CH:9][CH:10]=[CH:11][CH:12]=2)=[C:2]([Cl:1])[C:3]1=[O:14])[CH2:16][CH2:17][CH3:18], predict the reactants needed to synthesize it. The reactants are: [Cl:1][C:2]1[C:3](=[O:14])O[C:5](=[O:13])[C:6]=1[C:7]1[CH:12]=[CH:11][CH:10]=[CH:9][CH:8]=1.[CH2:15]([NH2:19])[CH2:16][CH2:17][CH3:18].